Dataset: Full USPTO retrosynthesis dataset with 1.9M reactions from patents (1976-2016). Task: Predict the reactants needed to synthesize the given product. Given the product [O:25]1[CH:21]=[CH:18][C:19]([C:27]2[C:28]([O:51][CH3:52])=[C:29]([C:34]([CH2:37][S:38]([C:41]3[CH:46]=[CH:45][CH:44]=[CH:43][C:42]=3[CH:47]=[CH:48][CH2:49][OH:50])(=[O:39])=[O:40])=[CH:35][CH:36]=2)[C:30]([O:32][CH3:33])=[O:31])=[CH:24]1, predict the reactants needed to synthesize it. The reactants are: C1(S(CC2C=[CH:19][C:18]([C:21]3[O:25][CH:24]=NC=3)=CC=2C(OC)=O)(=O)=O)C=CC=CC=1.Br[C:27]1[C:28]([O:51][CH3:52])=[C:29]([C:34]([CH2:37][S:38]([C:41]2[CH:46]=[CH:45][CH:44]=[CH:43][C:42]=2[CH:47]=[CH:48][CH2:49][OH:50])(=[O:40])=[O:39])=[CH:35][CH:36]=1)[C:30]([O:32][CH3:33])=[O:31].C1(S(CC2C(C(OCC)=O)=C(OC)C(Br)=CC=2)(=O)=O)C=CC=CC=1.O1C=CC(B(O)O)=C1.